Regression. Given two drug SMILES strings and cell line genomic features, predict the synergy score measuring deviation from expected non-interaction effect. From a dataset of NCI-60 drug combinations with 297,098 pairs across 59 cell lines. (1) Drug 1: CC1C(C(CC(O1)OC2CC(OC(C2O)C)OC3=CC4=CC5=C(C(=O)C(C(C5)C(C(=O)C(C(C)O)O)OC)OC6CC(C(C(O6)C)O)OC7CC(C(C(O7)C)O)OC8CC(C(C(O8)C)O)(C)O)C(=C4C(=C3C)O)O)O)O. Drug 2: CC1CCC2CC(C(=CC=CC=CC(CC(C(=O)C(C(C(=CC(C(=O)CC(OC(=O)C3CCCCN3C(=O)C(=O)C1(O2)O)C(C)CC4CCC(C(C4)OC)O)C)C)O)OC)C)C)C)OC. Cell line: M14. Synergy scores: CSS=57.0, Synergy_ZIP=-2.42, Synergy_Bliss=0.340, Synergy_Loewe=0.784, Synergy_HSA=1.12. (2) Cell line: ACHN. Drug 2: C1CCC(C(C1)N)N.C(=O)(C(=O)[O-])[O-].[Pt+4]. Synergy scores: CSS=21.8, Synergy_ZIP=-6.06, Synergy_Bliss=0.787, Synergy_Loewe=-15.6, Synergy_HSA=-2.18. Drug 1: CC1=CC=C(C=C1)C2=CC(=NN2C3=CC=C(C=C3)S(=O)(=O)N)C(F)(F)F. (3) Drug 1: CCC1=C2CN3C(=CC4=C(C3=O)COC(=O)C4(CC)O)C2=NC5=C1C=C(C=C5)O. Drug 2: C(CCl)NC(=O)N(CCCl)N=O. Cell line: IGROV1. Synergy scores: CSS=19.6, Synergy_ZIP=-4.18, Synergy_Bliss=1.07, Synergy_Loewe=-42.7, Synergy_HSA=2.77.